Dataset: Reaction yield outcomes from USPTO patents with 853,638 reactions. Task: Predict the reaction yield, written as a fraction of the theoretical maximum amount of product (1.0 means a 100% yield; for example, 0.34 means a 34% yield). (1) The product is [CH:1]([C:4]1[NH:5][C:6]2[C:11]([CH:12]=1)=[CH:10][C:9]([NH2:13])=[CH:8][CH:7]=2)([CH3:3])[CH3:2]. The reactants are [CH:1]([C:4]1[NH:5][C:6]2[C:11]([CH:12]=1)=[CH:10][C:9]([N+:13]([O-])=O)=[CH:8][CH:7]=2)([CH3:3])[CH3:2]. The catalyst is [Ni].CO. The yield is 0.410. (2) The reactants are [Cl:1][C:2]1[CH:7]=[CH:6][CH:5]=[C:4]([CH2:8][N+:9]([O-:11])=[O:10])[CH:3]=1.[C:12]([O:16][CH3:17])(=[O:15])[CH:13]=[CH2:14]. The catalyst is O1CCOCC1. The product is [CH3:17][O:16][C:12](=[O:15])[CH2:13][CH2:14][CH:8]([C:4]1[CH:5]=[CH:6][CH:7]=[C:2]([Cl:1])[CH:3]=1)[N+:9]([O-:11])=[O:10]. The yield is 0.650.